This data is from Forward reaction prediction with 1.9M reactions from USPTO patents (1976-2016). The task is: Predict the product of the given reaction. Given the reactants [N+:1]([C:4]1[C:12]2[NH:11][C:10]3[CH2:13][CH2:14][N:15]([C:17]([O:19][C:20]([CH3:23])([CH3:22])[CH3:21])=[O:18])[CH2:16][C:9]=3[C:8]=2[CH:7]=[CH:6][CH:5]=1)([O-])=O, predict the reaction product. The product is: [NH2:1][C:4]1[C:12]2[NH:11][C:10]3[CH2:13][CH2:14][N:15]([C:17]([O:19][C:20]([CH3:23])([CH3:22])[CH3:21])=[O:18])[CH2:16][C:9]=3[C:8]=2[CH:7]=[CH:6][CH:5]=1.